This data is from Catalyst prediction with 721,799 reactions and 888 catalyst types from USPTO. The task is: Predict which catalyst facilitates the given reaction. Reactant: [CH3:1][C:2]1[CH:3]=[C:4]([CH:7]=[C:8]([CH3:20])[C:9]=1[O:10][CH2:11][CH2:12][NH:13][C:14]1[CH:18]=[C:17]([CH3:19])[O:16][N:15]=1)[CH:5]=O.[NH2:21][C:22]1[CH:30]=[C:29]([O:31][CH3:32])[CH:28]=[C:27]([O:33][CH3:34])[C:23]=1[C:24]([NH2:26])=[O:25].OS([O-])=O.[Na+].CC1C=CC(S(O)(=O)=O)=CC=1. Product: [CH3:1][C:2]1[CH:3]=[C:4]([C:5]2[NH:26][C:24](=[O:25])[C:23]3[C:22](=[CH:30][C:29]([O:31][CH3:32])=[CH:28][C:27]=3[O:33][CH3:34])[N:21]=2)[CH:7]=[C:8]([CH3:20])[C:9]=1[O:10][CH2:11][CH2:12][NH:13][C:14]1[CH:18]=[C:17]([CH3:19])[O:16][N:15]=1. The catalyst class is: 566.